The task is: Regression. Given two drug SMILES strings and cell line genomic features, predict the synergy score measuring deviation from expected non-interaction effect.. This data is from NCI-60 drug combinations with 297,098 pairs across 59 cell lines. (1) Drug 1: CNC(=O)C1=CC=CC=C1SC2=CC3=C(C=C2)C(=NN3)C=CC4=CC=CC=N4. Drug 2: CC1=C(C=C(C=C1)C(=O)NC2=CC(=CC(=C2)C(F)(F)F)N3C=C(N=C3)C)NC4=NC=CC(=N4)C5=CN=CC=C5. Cell line: PC-3. Synergy scores: CSS=7.95, Synergy_ZIP=9.14, Synergy_Bliss=9.05, Synergy_Loewe=13.9, Synergy_HSA=6.36. (2) Drug 1: CCC(=C(C1=CC=CC=C1)C2=CC=C(C=C2)OCCN(C)C)C3=CC=CC=C3.C(C(=O)O)C(CC(=O)O)(C(=O)O)O. Drug 2: CC12CCC3C(C1CCC2O)C(CC4=C3C=CC(=C4)O)CCCCCCCCCS(=O)CCCC(C(F)(F)F)(F)F. Cell line: UO-31. Synergy scores: CSS=2.78, Synergy_ZIP=-0.209, Synergy_Bliss=2.10, Synergy_Loewe=-1.33, Synergy_HSA=0.511. (3) Drug 1: CC12CCC3C(C1CCC2O)C(CC4=C3C=CC(=C4)O)CCCCCCCCCS(=O)CCCC(C(F)(F)F)(F)F. Drug 2: CCCCCOC(=O)NC1=NC(=O)N(C=C1F)C2C(C(C(O2)C)O)O. Cell line: U251. Synergy scores: CSS=5.55, Synergy_ZIP=0.927, Synergy_Bliss=0.796, Synergy_Loewe=-3.47, Synergy_HSA=-1.71. (4) Drug 1: C1C(C(OC1N2C=C(C(=O)NC2=O)F)CO)O. Drug 2: C1C(C(OC1N2C=NC3=C(N=C(N=C32)Cl)N)CO)O. Cell line: IGROV1. Synergy scores: CSS=21.8, Synergy_ZIP=-4.73, Synergy_Bliss=2.89, Synergy_Loewe=4.18, Synergy_HSA=5.01. (5) Drug 1: CCN(CC)CCCC(C)NC1=C2C=C(C=CC2=NC3=C1C=CC(=C3)Cl)OC. Drug 2: C1C(C(OC1N2C=NC(=NC2=O)N)CO)O. Cell line: HCT116. Synergy scores: CSS=42.0, Synergy_ZIP=-2.51, Synergy_Bliss=-3.32, Synergy_Loewe=-3.50, Synergy_HSA=-1.71.